From a dataset of Reaction yield outcomes from USPTO patents with 853,638 reactions. Predict the reaction yield, written as a fraction of the theoretical maximum amount of product (1.0 means a 100% yield; for example, 0.34 means a 34% yield). (1) The reactants are [CH:1]1([NH:6][C:7]2[C:12]([N+:13]([O-])=O)=[CH:11][N:10]=[C:9]([NH:16][C@H:17]3[CH2:22][CH2:21][C@H:20]([OH:23])[CH2:19][CH2:18]3)[N:8]=2)[CH2:5][CH2:4][CH2:3][CH2:2]1. The catalyst is CCO.[Pd]. The product is [NH2:13][C:12]1[C:7]([NH:6][CH:1]2[CH2:5][CH2:4][CH2:3][CH2:2]2)=[N:8][C:9]([NH:16][C@H:17]2[CH2:18][CH2:19][C@H:20]([OH:23])[CH2:21][CH2:22]2)=[N:10][CH:11]=1. The yield is 1.00. (2) The reactants are Cl[CH2:2][C:3]1[S:7][C:6]([C:8]2[NH:9][C:10]3[C:15]([CH:16]=2)=[CH:14][CH:13]=[CH:12][C:11]=3[N:17]([CH2:26][CH2:27][O:28][CH2:29][CH3:30])[S:18]([C:21]2[S:22][CH:23]=[CH:24][CH:25]=2)(=[O:20])=[O:19])=[N:5][CH:4]=1.C(N(CC)CC)C.[SH:38][CH2:39][CH2:40][OH:41]. The catalyst is CN(C)C=O.O. The product is [CH2:29]([O:28][CH2:27][CH2:26][N:17]([C:11]1[CH:12]=[CH:13][CH:14]=[C:15]2[C:10]=1[NH:9][C:8]([C:6]1[S:7][C:3]([CH2:2][S:38][CH2:39][CH2:40][OH:41])=[CH:4][N:5]=1)=[CH:16]2)[S:18]([C:21]1[S:22][CH:23]=[CH:24][CH:25]=1)(=[O:19])=[O:20])[CH3:30]. The yield is 0.300.